Dataset: Peptide-MHC class I binding affinity with 185,985 pairs from IEDB/IMGT. Task: Regression. Given a peptide amino acid sequence and an MHC pseudo amino acid sequence, predict their binding affinity value. This is MHC class I binding data. (1) The binding affinity (normalized) is 0.0847. The peptide sequence is KTTKSWLQK. The MHC is HLA-A02:16 with pseudo-sequence HLA-A02:16. (2) The peptide sequence is FSLPSSSSY. The MHC is HLA-B58:01 with pseudo-sequence HLA-B58:01. The binding affinity (normalized) is 0.715.